Task: Predict the reaction yield, written as a fraction of the theoretical maximum amount of product (1.0 means a 100% yield; for example, 0.34 means a 34% yield).. Dataset: Reaction yield outcomes from USPTO patents with 853,638 reactions (1) The reactants are [CH3:1][O:2][C:3]1[CH:4]=[C:5]([C:11]2[S:15][C:14]3=[N:16][C:17]([CH3:20])=[C:18](I)[N:13]3[N:12]=2)[CH:6]=[CH:7][C:8]=1[O:9][CH3:10].CC1(C)C(C)(C)OB([C:29]2[CH:30]=[C:31]([C:36]([F:39])([F:38])[F:37])[C:32]([NH2:35])=[N:33][CH:34]=2)O1.C(Cl)Cl.C(=O)([O-])[O-].[Cs+].[Cs+]. The catalyst is COCCOC.O.C1C=CC(P(C2C=CC=CC=2)[C-]2C=CC=C2)=CC=1.C1C=CC(P(C2C=CC=CC=2)[C-]2C=CC=C2)=CC=1.Cl[Pd]Cl.[Fe+2]. The product is [CH3:1][O:2][C:3]1[CH:4]=[C:5]([C:11]2[S:15][C:14]3=[N:16][C:17]([CH3:20])=[C:18]([C:29]4[CH:30]=[C:31]([C:36]([F:39])([F:38])[F:37])[C:32]([NH2:35])=[N:33][CH:34]=4)[N:13]3[N:12]=2)[CH:6]=[CH:7][C:8]=1[O:9][CH3:10]. The yield is 0.520. (2) The reactants are [N:1]12[CH2:8][CH2:7][C:4]([C:9]([C:17]3[CH:22]=[CH:21][CH:20]=[CH:19][CH:18]=3)([C:11]3[CH:16]=[CH:15][CH:14]=[CH:13][CH:12]=3)[OH:10])([CH2:5][CH2:6]1)[CH2:3][CH2:2]2.[Br:23][CH2:24][CH2:25][CH2:26][O:27][C:28]1[CH:33]=[CH:32][C:31]([Br:34])=[CH:30][CH:29]=1. The catalyst is CC#N. The product is [Br-:23].[Br:34][C:31]1[CH:32]=[CH:33][C:28]([O:27][CH2:26][CH2:25][CH2:24][N+:1]23[CH2:6][CH2:5][C:4]([C:9]([OH:10])([C:17]4[CH:22]=[CH:21][CH:20]=[CH:19][CH:18]=4)[C:11]4[CH:12]=[CH:13][CH:14]=[CH:15][CH:16]=4)([CH2:3][CH2:2]2)[CH2:7][CH2:8]3)=[CH:29][CH:30]=1. The yield is 0.754. (3) The reactants are [CH3:1][O:2][C:3]([C:5]1[C:6]([C:13]2[CH:18]=[CH:17][CH:16]=[CH:15][N:14]=2)=[N:7][O:8][C:9]=1[C:10]([OH:12])=O)=[O:4].O[N:20]=[C:21]([C:23]1[CH:40]=[CH:39][C:26]([CH2:27][N:28]2[CH2:31][CH:30]([C:32]([O:34][C:35]([CH3:38])([CH3:37])[CH3:36])=[O:33])[CH2:29]2)=[CH:25][CH:24]=1)[NH2:22].N1C=CC=CC=1C1C(C(F)(F)F)=C(C2ON=C(C3C=CC(CN4CC(C(O)=O)C4)=CC=3)N=2)ON=1.C1N(P(Cl)(N2C(=O)OCC2)=O)C(=O)OC1.C(N(CC)CC)C. The catalyst is CN(C)C=O. The product is [C:35]([O:34][C:32]([CH:30]1[CH2:31][N:28]([CH2:27][C:26]2[CH:39]=[CH:40][C:23]([C:21]3[N:22]=[C:10]([C:9]4[O:8][N:7]=[C:6]([C:13]5[CH:18]=[CH:17][CH:16]=[CH:15][N:14]=5)[C:5]=4[C:3]([O:2][CH3:1])=[O:4])[O:12][N:20]=3)=[CH:24][CH:25]=2)[CH2:29]1)=[O:33])([CH3:38])([CH3:36])[CH3:37]. The yield is 0.486. (4) The reactants are Br[Mg][CH:3]1[CH2:7][CH2:6][CH2:5][CH2:4]1.[Cl:8][C:9]1[C:10]([O:19][Si:20]([CH:27]([CH3:29])[CH3:28])([CH:24]([CH3:26])[CH3:25])[CH:21]([CH3:23])[CH3:22])=[CH:11][C:12]2[O:16][C:15](=[O:17])[NH:14][C:13]=2[CH:18]=1. The catalyst is O1CCCC1. The product is [Cl:8][C:9]1[C:10]([O:19][Si:20]([CH:24]([CH3:26])[CH3:25])([CH:27]([CH3:29])[CH3:28])[CH:21]([CH3:22])[CH3:23])=[CH:11][C:12]([OH:16])=[C:13]([NH:14][C:15]([CH:3]2[CH2:7][CH2:6][CH2:5][CH2:4]2)=[O:17])[CH:18]=1. The yield is 0.890. (5) The reactants are [N:1]1[CH:6]=[CH:5][CH:4]=[CH:3][C:2]=1[NH:7][CH2:8][CH2:9][CH2:10][CH2:11][C:12]1[CH:13]=[CH:14][C:15]2[CH2:21][CH:20]([CH2:22][C:23](OCC)=O)[C:19]3[CH:28]=[CH:29][CH:30]=[CH:31][C:18]=3[CH2:17][C:16]=2[CH:32]=1.[Li+].[OH-:34].[CH3:35][C:36]#N.[OH2:38]. The catalyst is C1COCC1.O. The product is [CH2:35]([C:14]1[C:15]2[CH2:21][CH:20]([CH2:22][C:23]([OH:38])=[O:34])[C:19]3[CH:28]=[CH:29][CH:30]=[CH:31][C:18]=3[CH2:17][C:16]=2[CH:32]=[C:12]([CH2:11][CH2:10][CH2:9][CH2:8][NH:7][C:2]2[CH:3]=[CH:4][CH:5]=[CH:6][N:1]=2)[CH:13]=1)[CH3:36]. The yield is 0.210. (6) The product is [CH2:1]([O:8][C:9]1[C:10]([Cl:16])=[C:11]([C:12]([F:15])=[CH:13][CH:14]=1)[CH:24]=[O:25])[C:2]1[CH:3]=[CH:4][CH:5]=[CH:6][CH:7]=1. The yield is 0.320. The catalyst is O1CCCC1. The reactants are [CH2:1]([O:8][C:9]1[CH:14]=[CH:13][C:12]([F:15])=[CH:11][C:10]=1[Cl:16])[C:2]1[CH:7]=[CH:6][CH:5]=[CH:4][CH:3]=1.C([Li])CCC.CN(C)[CH:24]=[O:25].